This data is from TCR-epitope binding with 47,182 pairs between 192 epitopes and 23,139 TCRs. The task is: Binary Classification. Given a T-cell receptor sequence (or CDR3 region) and an epitope sequence, predict whether binding occurs between them. (1) The epitope is IVTDFSVIK. Result: 0 (the TCR does not bind to the epitope). The TCR CDR3 sequence is CASSRGTSDWSDEQFF. (2) The epitope is RILGAGCFV. The TCR CDR3 sequence is CSVTRGAGTEAFF. Result: 0 (the TCR does not bind to the epitope). (3) The epitope is LLMPILTLT. The TCR CDR3 sequence is CASSVAGGAQETQYF. Result: 0 (the TCR does not bind to the epitope). (4) The epitope is FLYNLLTRV. The TCR CDR3 sequence is CASSLLAGELFF. Result: 1 (the TCR binds to the epitope). (5) The epitope is FSKQLQQSM. The TCR CDR3 sequence is CASSASGGAYEQYF. Result: 1 (the TCR binds to the epitope). (6) The epitope is LLQTGIHVRVSQPSL. The TCR CDR3 sequence is CSAGWLGSLRTEAFF. Result: 1 (the TCR binds to the epitope). (7) The epitope is ILHCANFNV. The TCR CDR3 sequence is CASSLVGQPQHF. Result: 0 (the TCR does not bind to the epitope). (8) The epitope is CINGVCWTV. The TCR CDR3 sequence is CASSSPRDFTYNEQFF. Result: 0 (the TCR does not bind to the epitope).